Dataset: Reaction yield outcomes from USPTO patents with 853,638 reactions. Task: Predict the reaction yield, written as a fraction of the theoretical maximum amount of product (1.0 means a 100% yield; for example, 0.34 means a 34% yield). (1) The reactants are Br[C:2]1[C:7](=[O:8])[N:6]([CH2:9][C:10]2[CH:15]=[CH:14][C:13]([C:16]3[C:17]([C:22]#[N:23])=[CH:18][CH:19]=[CH:20][CH:21]=3)=[CH:12][C:11]=2[F:24])[C:5]([CH2:25][CH2:26][CH3:27])=[N:4][C:3]=1[CH3:28].[Si:29]([O:36][CH2:37][C:38]([CH3:50])([CH3:49])[O:39][C:40]1[CH:45]=[CH:44][C:43](B(O)O)=[CH:42][CH:41]=1)([C:32]([CH3:35])([CH3:34])[CH3:33])([CH3:31])[CH3:30].C(=O)([O-])[O-].[Cs+].[Cs+].O1CCOCC1. The catalyst is C(OCC)(=O)C.C1C=CC(P(C2C=CC=CC=2)[C-]2C=CC=C2)=CC=1.C1C=CC(P(C2C=CC=CC=2)[C-]2C=CC=C2)=CC=1.Cl[Pd]Cl.[Fe+2].ClCCl. The product is [Si:29]([O:36][CH2:37][C:38]([CH3:50])([CH3:49])[O:39][C:40]1[CH:41]=[CH:42][C:43]([C:2]2[C:7](=[O:8])[N:6]([CH2:9][C:10]3[CH:15]=[CH:14][C:13]([C:16]4[C:17]([C:22]#[N:23])=[CH:18][CH:19]=[CH:20][CH:21]=4)=[CH:12][C:11]=3[F:24])[C:5]([CH2:25][CH2:26][CH3:27])=[N:4][C:3]=2[CH3:28])=[CH:44][CH:45]=1)([C:32]([CH3:35])([CH3:34])[CH3:33])([CH3:31])[CH3:30]. The yield is 0.890. (2) The reactants are [F:1][C:2]1[N:6]([CH3:7])[N:5]=[C:4]([CH3:8])[C:3]=1[C:9](Cl)=[O:10].[Cl:12][C:13]1[CH:14]=[CH:15][CH:16]=[C:17]2[C:21]=1[CH:20]([NH:22][CH:23]1[CH2:25][CH2:24]1)[CH2:19][CH2:18]2.C(N(CC)CC)C.CCCCCCC.C(OCC)(=O)C. The catalyst is O1CCCC1. The product is [Cl:12][C:13]1[CH:14]=[CH:15][CH:16]=[C:17]2[C:21]=1[CH:20]([N:22]([CH:23]1[CH2:25][CH2:24]1)[C:9]([C:3]1[C:4]([CH3:8])=[N:5][N:6]([CH3:7])[C:2]=1[F:1])=[O:10])[CH2:19][CH2:18]2. The yield is 0.730. (3) The reactants are [F:1][C:2]1[CH:7]=[C:6]([C:8]2[CH:9]=[N:10][N:11]([CH3:13])[CH:12]=2)[CH:5]=[CH:4][C:3]=1[CH2:14]O.S(Cl)([Cl:18])=O. The catalyst is ClCCl. The product is [Cl:18][CH2:14][C:3]1[CH:4]=[CH:5][C:6]([C:8]2[CH:9]=[N:10][N:11]([CH3:13])[CH:12]=2)=[CH:7][C:2]=1[F:1]. The yield is 1.00.